This data is from Forward reaction prediction with 1.9M reactions from USPTO patents (1976-2016). The task is: Predict the product of the given reaction. Given the reactants [CH2:1]([C:5]1[NH:9][N:8]=[C:7]([CH2:10][NH:11][C:12]([O:14][C:15]([CH3:18])([CH3:17])[CH3:16])=[O:13])[N:6]=1)[CH2:2][CH2:3][CH3:4].N=[C:20](CCCC)C(OCC)=O, predict the reaction product. The product is: [CH2:1]([C:5]1[NH:9][N:8]=[C:7]([CH2:10][NH:11][C:12]([O:14][C:15]([CH3:17])([CH3:16])[CH3:18])=[O:13])[N:6]=1)[CH2:2][CH2:3][CH2:4][CH3:20].